This data is from Catalyst prediction with 721,799 reactions and 888 catalyst types from USPTO. The task is: Predict which catalyst facilitates the given reaction. (1) Reactant: C[O:2][C@H:3]1[C@@H:7]2[O:8]C(C)(C)[O:10][C@@H:6]2[C@@H:5]([C:13](=[N:19][OH:20])[CH2:14][C:15](=O)[CH2:16][CH3:17])[O:4]1. Product: [CH2:16]([C:15]1[O:20][N:19]=[C:13]([C@H:5]2[O:4][CH:3]([OH:2])[C@H:7]([OH:8])[C@@H:6]2[OH:10])[CH:14]=1)[CH3:17]. The catalyst class is: 15. (2) Reactant: [C:1]([O:5][C:6](=[O:15])[NH:7][C:8]12[CH2:13][CH:12]1[CH2:11][O:10][C:9]2=[O:14])([CH3:4])([CH3:3])[CH3:2].[OH2:16].[OH-].[Li+]. Product: [C:1]([O:5][C:6]([NH:7][C@@:8]1([C:9]([OH:16])=[O:14])[CH2:13][C@@H:12]1[CH2:11][OH:10])=[O:15])([CH3:4])([CH3:3])[CH3:2]. The catalyst class is: 20. (3) Reactant: [Cl:1][C:2]1[CH:3]=[C:4]2[C:8](=[CH:9][CH:10]=1)[NH:7][C:6]([S:11][CH2:12][CH2:13][C:14]([O:16][C:17]([CH3:20])([CH3:19])[CH3:18])=[O:15])=[CH:5]2.[CH3:21]I.[H-].[Na+]. Product: [Cl:1][C:2]1[CH:3]=[C:4]2[C:8](=[CH:9][CH:10]=1)[N:7]([CH3:21])[C:6]([S:11][CH2:12][CH2:13][C:14]([O:16][C:17]([CH3:20])([CH3:19])[CH3:18])=[O:15])=[CH:5]2. The catalyst class is: 3. (4) Reactant: [CH3:1][CH:2]1[O:6][C:5](=[O:7])[N:4]([CH2:8][C:9]2[CH:14]=[CH:13][CH:12]=[CH:11][C:10]=2[N+:15]([O-:17])=[O:16])[C:3]1=[O:18].[BH4-].[Li+].[Cl-].[NH4+]. Product: [OH:18][CH:3]1[CH:2]([CH3:1])[O:6][C:5](=[O:7])[N:4]1[CH2:8][C:9]1[CH:14]=[CH:13][CH:12]=[CH:11][C:10]=1[N+:15]([O-:17])=[O:16]. The catalyst class is: 7. (5) Reactant: F[B-](F)(F)F.[O:6]=[N+:7]=[O:8].[F:9][C:10]([F:21])([F:20])[O:11][C:12]1[CH:19]=[CH:18][CH:17]=[CH:16][C:13]=1[CH:14]=[O:15]. Product: [N+:7]([C:17]1[CH:18]=[CH:19][C:12]([O:11][C:10]([F:9])([F:20])[F:21])=[C:13]([CH:16]=1)[CH:14]=[O:15])([O-:8])=[O:6]. The catalyst class is: 463. (6) Reactant: Cl[C:2]1[N:7]=[CH:6][N:5]=[C:4]([C:8]2[CH:9]=[CH:10][C:11]([O:16][CH:17]3[CH2:22][CH2:21][O:20][CH2:19][CH2:18]3)=[C:12]([CH:15]=2)[C:13]#[N:14])[N:3]=1.[NH2:23][C:24]1[CH:29]=[CH:28][C:27]([N:30]2[CH2:35][CH2:34][S:33](=[O:37])(=[O:36])[CH2:32][CH2:31]2)=[CH:26][CH:25]=1.C(N(CC)C(C)C)(C)C. Product: [O:37]=[S:33]1(=[O:36])[CH2:32][CH2:31][N:30]([C:27]2[CH:26]=[CH:25][C:24]([NH:23][C:2]3[N:7]=[CH:6][N:5]=[C:4]([C:8]4[CH:9]=[CH:10][C:11]([O:16][CH:17]5[CH2:22][CH2:21][O:20][CH2:19][CH2:18]5)=[C:12]([CH:15]=4)[C:13]#[N:14])[N:3]=3)=[CH:29][CH:28]=2)[CH2:35][CH2:34]1. The catalyst class is: 10. (7) Reactant: [NH2:1][C:2]1[N:7]=[CH:6][N:5]=[C:4]([C:8]2[CH:9]=[C:10]([C:20]3[CH:25]=[C:24]([Cl:26])[CH:23]=[CH:22][C:21]=3[CH3:27])[N:11](C(OC(C)(C)C)=O)[CH:12]=2)[CH:3]=1.C(O)(C(F)(F)F)=O.CCO.[OH-].[NH4+]. Product: [Cl:26][C:24]1[CH:23]=[CH:22][C:21]([CH3:27])=[C:20]([C:10]2[NH:11][CH:12]=[C:8]([C:4]3[N:5]=[CH:6][N:7]=[C:2]([NH2:1])[CH:3]=3)[CH:9]=2)[CH:25]=1. The catalyst class is: 91.